From a dataset of Reaction yield outcomes from USPTO patents with 853,638 reactions. Predict the reaction yield, written as a fraction of the theoretical maximum amount of product (1.0 means a 100% yield; for example, 0.34 means a 34% yield). (1) The reactants are Br[C:2]1[CH:3]=[C:4]([CH2:8][CH2:9][OH:10])[CH:5]=[CH:6][CH:7]=1.C[NH:12][CH2:13][CH2:14]NC.[C:17](=[O:20])([O-])[O-:18].[K+].[K+].[Cl-].[NH4+]. The catalyst is O1CCOCC1.[Cu]I. The product is [OH:10][CH2:9][CH2:8][C:4]1[CH:3]=[C:2]([N:12]2[CH2:13][CH2:14][O:18][C:17]2=[O:20])[CH:7]=[CH:6][CH:5]=1. The yield is 0.640. (2) The reactants are [CH3:1][C:2]1[N:3]([CH2:20][C:21]2[C:30]3[C:25](=[CH:26][CH:27]=[CH:28][CH:29]=3)[CH:24]=[CH:23][CH:22]=2)[C:4]2[CH:10]=[C:9]([N:11]3[CH2:16][CH2:15][O:14][CH2:13][CH2:12]3)[CH:8]=[C:7]([N+:17]([O-])=O)[C:5]=2[N:6]=1.C([O-])([O-])=O.[Na+].[Na+]. The catalyst is CO. The product is [CH3:1][C:2]1[N:3]([CH2:20][C:21]2[C:30]3[C:25](=[CH:26][CH:27]=[CH:28][CH:29]=3)[CH:24]=[CH:23][CH:22]=2)[C:4]2[CH:10]=[C:9]([N:11]3[CH2:16][CH2:15][O:14][CH2:13][CH2:12]3)[CH:8]=[C:7]([NH2:17])[C:5]=2[N:6]=1. The yield is 0.910. (3) The reactants are [C:1]([O:14][CH2:15][C:16]1[CH:21]=[CH:20][CH:19]=[CH:18][CH:17]=1)(=[O:13])[CH2:2][C:3]([O:5][CH2:6][C:7]1[CH:12]=[CH:11][CH:10]=[CH:9][CH:8]=1)=[O:4].[H-].[Na+].Br[CH2:25][CH2:26][CH2:27][CH2:28][CH2:29][CH2:30][CH2:31][CH2:32][CH2:33][CH2:34][CH3:35]. The catalyst is CN(C=O)C.CCOCC. The product is [CH2:35]([CH:2]([C:1]([O:14][CH2:15][C:16]1[CH:17]=[CH:18][CH:19]=[CH:20][CH:21]=1)=[O:13])[C:3]([O:5][CH2:6][C:7]1[CH:12]=[CH:11][CH:10]=[CH:9][CH:8]=1)=[O:4])[CH2:34][CH2:33][CH2:32][CH2:31][CH2:30][CH2:29][CH2:28][CH2:27][CH2:26][CH3:25]. The yield is 0.630.